Dataset: Catalyst prediction with 721,799 reactions and 888 catalyst types from USPTO. Task: Predict which catalyst facilitates the given reaction. (1) Reactant: [F:1][C:2]1[CH:7]=[CH:6][C:5](O)=[C:4]([N+:9]([O-:11])=[O:10])[CH:3]=1.FC(F)(F)S(OC1C=CC(F)=CC=1[N+]([O-])=O)(=O)=O.[CH3:30][O:31][C:32]1[CH:33]=[C:34]2[C:39](=[CH:40][CH:41]=1)[CH:38]=[C:37](B(O)O)[CH:36]=[CH:35]2.C(O)CCO.S([O-])([O-])(=O)=O.[Mg+2]. The catalyst class is: 469. Product: [F:1][C:2]1[CH:7]=[CH:6][C:5]([CH:37]2[CH2:36][CH2:35][C:34]3[C:39](=[CH:40][CH:41]=[C:32]([O:31][CH3:30])[CH:33]=3)[CH2:38]2)=[C:4]([N+:9]([O-:11])=[O:10])[CH:3]=1. (2) Reactant: Br[C:2]1[CH:3]=[C:4]([CH:6]=[CH:7][C:8]=1[O:9][C:10]1[CH:15]=[CH:14][C:13]([F:16])=[CH:12][C:11]=1[F:17])[NH2:5].[CH3:18][C:19]1([CH3:35])[C:23]([CH3:25])([CH3:24])[O:22][B:21]([B:21]2[O:22][C:23]([CH3:25])([CH3:24])[C:19]([CH3:35])([CH3:18])[O:20]2)[O:20]1.CC([O-])=O.[K+]. Product: [F:17][C:11]1[CH:12]=[C:13]([F:16])[CH:14]=[CH:15][C:10]=1[O:9][C:8]1[CH:7]=[CH:6][C:4]([NH2:5])=[CH:3][C:2]=1[B:21]1[O:22][C:23]([CH3:25])([CH3:24])[C:19]([CH3:35])([CH3:18])[O:20]1. The catalyst class is: 75. (3) Reactant: BrCCCCCCOC1C=CC(C2C=CC(C#N)=CC=2)=CC=1.O[C:24]1[CH:25]=[C:26]([C:35]([O:37][CH2:38][CH3:39])=[O:36])[CH:27]=[C:28]([CH:34]=1)[C:29]([O:31][CH2:32][CH3:33])=[O:30].CC(C)=O. Product: [C:29]([O:31][CH2:32][CH3:33])(=[O:30])[C:28]1[CH:34]=[CH:24][CH:25]=[C:26]([C:35]([O:37][CH2:38][CH3:39])=[O:36])[CH:27]=1. The catalyst class is: 6. (4) Reactant: Cl.C(N=C=NCCCN(C)C)C.OC1C2N=NNC=2C=CC=1.[Cl:23][C:24]1[CH:25]=[C:26]([C:34]([OH:36])=O)[CH:27]=[N:28][C:29]=1[O:30][CH:31]([CH3:33])[CH3:32].O[NH:38][C:39](=[NH:58])[C:40]1[CH:49]=[CH:48][CH:47]=[C:46]2[C:41]=1[CH:42]=[CH:43][N:44]=[C:45]2[CH2:50][CH2:51][CH2:52][C:53]([O:55][CH2:56][CH3:57])=[O:54].[F-].C([N+](CCCC)(CCCC)CCCC)CCC. Product: [Cl:23][C:24]1[CH:25]=[C:26]([C:34]2[O:36][N:58]=[C:39]([C:40]3[CH:49]=[CH:48][CH:47]=[C:46]4[C:41]=3[CH:42]=[CH:43][N:44]=[C:45]4[CH2:50][CH2:51][CH2:52][C:53]([O:55][CH2:56][CH3:57])=[O:54])[N:38]=2)[CH:27]=[N:28][C:29]=1[O:30][CH:31]([CH3:32])[CH3:33]. The catalyst class is: 1. (5) Reactant: [CH:1]([O:4][C:5]([C:7]1[C@@H:8]([C:35]2[CH:40]=[CH:39][CH:38]=[C:37]([N+:41]([O-:43])=[O:42])[CH:36]=2)[C:9]([C:15]([O:17][CH:18]2[CH2:21][N:20]([CH:22]([C:29]3[CH:34]=[CH:33][CH:32]=[CH:31][CH:30]=3)[C:23]3[CH:28]=[CH:27][CH:26]=[CH:25][CH:24]=3)[CH2:19]2)=[O:16])=[C:10]([NH2:14])[NH:11][C:12]=1[CH3:13])=[O:6])([CH3:3])[CH3:2].[ClH:44]. Product: [OH2:4].[OH2:4].[ClH:44].[ClH:44].[CH:1]([O:4][C:5]([C:7]1[C@@H:8]([C:35]2[CH:40]=[CH:39][CH:38]=[C:37]([N+:41]([O-:43])=[O:42])[CH:36]=2)[C:9]([C:15]([O:17][CH:18]2[CH2:19][N:20]([CH:22]([C:29]3[CH:34]=[CH:33][CH:32]=[CH:31][CH:30]=3)[C:23]3[CH:28]=[CH:27][CH:26]=[CH:25][CH:24]=3)[CH2:21]2)=[O:16])=[C:10]([NH2:14])[NH:11][C:12]=1[CH3:13])=[O:6])([CH3:3])[CH3:2]. The catalyst class is: 13. (6) Reactant: [Br:1][C:2]1[CH:7]=[CH:6][C:5]([C:8]2[O:17][C:11]3[N:12]=[CH:13][N:14]=[C:15](Cl)[C:10]=3[C:9]=2[C:18]2[CH:23]=[CH:22][CH:21]=[CH:20][CH:19]=2)=[CH:4][CH:3]=1.[CH3:24][O:25][C:26](=[O:36])[CH2:27][O:28][C:29]1[CH:34]=[CH:33][CH:32]=[C:31]([NH2:35])[CH:30]=1. Product: [CH3:24][O:25][C:26](=[O:36])[CH2:27][O:28][C:29]1[CH:34]=[CH:33][CH:32]=[C:31]([NH:35][C:15]2[C:10]3[C:9]([C:18]4[CH:23]=[CH:22][CH:21]=[CH:20][CH:19]=4)=[C:8]([C:5]4[CH:6]=[CH:7][C:2]([Br:1])=[CH:3][CH:4]=4)[O:17][C:11]=3[N:12]=[CH:13][N:14]=2)[CH:30]=1. The catalyst class is: 16. (7) Reactant: [O:1]1[C:5]2([CH2:10][CH2:9][CH:8]([OH:11])[CH2:7][CH2:6]2)[O:4][CH2:3][CH2:2]1.C(N(CC)CC)C.[CH3:19][S:20](Cl)(=[O:22])=[O:21]. Product: [CH3:19][S:20]([O:11][CH:8]1[CH2:9][CH2:10][C:5]2([O:4][CH2:3][CH2:2][O:1]2)[CH2:6][CH2:7]1)(=[O:22])=[O:21]. The catalyst class is: 503. (8) The catalyst class is: 588. Reactant: [C:1]([C:5]1[N:10]=[C:9](O)[CH:8]=[C:7]([CH2:12][CH2:13][O:14][CH3:15])[N:6]=1)([CH3:4])([CH3:3])[CH3:2].O=P(Cl)(Cl)[Cl:18].O. Product: [C:1]([C:5]1[N:10]=[C:9]([Cl:18])[CH:8]=[C:7]([CH2:12][CH2:13][O:14][CH3:15])[N:6]=1)([CH3:4])([CH3:3])[CH3:2]. (9) Reactant: C([Li])CCC.[C:6]([O:10][C:11]([N:13]1[CH2:18][CH2:17][N:16]([CH2:19][C:20]2[CH:25]=[C:24]([F:26])[CH:23]=[CH:22][C:21]=2Br)[CH2:15][CH2:14]1)=[O:12])([CH3:9])([CH3:8])[CH3:7].[C:28](=[O:30])=[O:29]. Product: [C:6]([O:10][C:11]([N:13]1[CH2:18][CH2:17][N:16]([CH2:19][C:20]2[CH:25]=[C:24]([F:26])[CH:23]=[CH:22][C:21]=2[C:28]([OH:30])=[O:29])[CH2:15][CH2:14]1)=[O:12])([CH3:9])([CH3:8])[CH3:7]. The catalyst class is: 28.